From a dataset of NCI-60 drug combinations with 297,098 pairs across 59 cell lines. Regression. Given two drug SMILES strings and cell line genomic features, predict the synergy score measuring deviation from expected non-interaction effect. (1) Drug 1: CC1=C(C=C(C=C1)NC2=NC=CC(=N2)N(C)C3=CC4=NN(C(=C4C=C3)C)C)S(=O)(=O)N.Cl. Drug 2: C1CCC(C1)C(CC#N)N2C=C(C=N2)C3=C4C=CNC4=NC=N3. Cell line: SNB-19. Synergy scores: CSS=-1.38, Synergy_ZIP=2.48, Synergy_Bliss=1.90, Synergy_Loewe=-0.449, Synergy_HSA=-1.61. (2) Drug 1: CC(CN1CC(=O)NC(=O)C1)N2CC(=O)NC(=O)C2. Drug 2: CC1=C(C(CCC1)(C)C)C=CC(=CC=CC(=CC(=O)O)C)C. Cell line: UACC-257. Synergy scores: CSS=-1.38, Synergy_ZIP=-1.00, Synergy_Bliss=-3.26, Synergy_Loewe=-5.38, Synergy_HSA=-5.30.